This data is from Forward reaction prediction with 1.9M reactions from USPTO patents (1976-2016). The task is: Predict the product of the given reaction. Given the reactants [C:1]([O:10][CH2:11][CH:12]=[CH2:13])(=[O:9])[CH2:2][C:3]([O:5][CH2:6][CH:7]=[CH2:8])=[O:4].[H-].[Na+].[F:16][C:17]([F:27])([F:26])[C:18]1[CH:19]=[C:20]([CH:23]=[CH:24][CH:25]=1)[CH2:21]Br.Cl, predict the reaction product. The product is: [CH2:11]([O:10][C:1](=[O:9])[CH:2]([CH2:21][C:20]1[CH:23]=[CH:24][CH:25]=[C:18]([C:17]([F:16])([F:26])[F:27])[CH:19]=1)[C:3]([O:5][CH2:6][CH:7]=[CH2:8])=[O:4])[CH:12]=[CH2:13].